Dataset: Peptide-MHC class II binding affinity with 134,281 pairs from IEDB. Task: Regression. Given a peptide amino acid sequence and an MHC pseudo amino acid sequence, predict their binding affinity value. This is MHC class II binding data. (1) The binding affinity (normalized) is 0. The MHC is HLA-DPA10103-DPB10301 with pseudo-sequence HLA-DPA10103-DPB10301. The peptide sequence is NASHCNEMSWIQSIP. (2) The peptide sequence is KPTGAGPKDNGGACG. The MHC is HLA-DQA10102-DQB10502 with pseudo-sequence HLA-DQA10102-DQB10502. The binding affinity (normalized) is 0. (3) The peptide sequence is EKKGFAATQFEPLAA. The MHC is HLA-DPA10103-DPB10401 with pseudo-sequence HLA-DPA10103-DPB10401. The binding affinity (normalized) is 0.883. (4) The peptide sequence is CGGTGKNTIVIPKGD. The MHC is HLA-DPA10201-DPB11401 with pseudo-sequence HLA-DPA10201-DPB11401. The binding affinity (normalized) is 0.0121. (5) The peptide sequence is DHGGACGYKDVDKPP. The MHC is HLA-DPA10201-DPB10501 with pseudo-sequence HLA-DPA10201-DPB10501. The binding affinity (normalized) is 0. (6) The peptide sequence is MSGPMQQLTQPLQQL. The MHC is DRB1_1101 with pseudo-sequence DRB1_1101. The binding affinity (normalized) is 0.154.